From a dataset of Full USPTO retrosynthesis dataset with 1.9M reactions from patents (1976-2016). Predict the reactants needed to synthesize the given product. (1) Given the product [F:69][CH:58]([F:57])[C:59]1[CH:68]=[C:67]2[C:62]([CH2:63][CH2:64][CH2:65][N:66]2[C:2]2[C:6]3[CH2:7][N:8]([C:11]([O:13][C:14]([CH3:17])([CH3:16])[CH3:15])=[O:12])[CH2:9][CH2:10][C:5]=3[N:4]([CH:18]3[CH2:23][CH2:22][O:21][CH2:20][CH2:19]3)[N:3]=2)=[CH:61][CH:60]=1, predict the reactants needed to synthesize it. The reactants are: Br[C:2]1[C:6]2[CH2:7][N:8]([C:11]([O:13][C:14]([CH3:17])([CH3:16])[CH3:15])=[O:12])[CH2:9][CH2:10][C:5]=2[N:4]([CH:18]2[CH2:23][CH2:22][O:21][CH2:20][CH2:19]2)[N:3]=1.C1(P(C2CCCCC2)C2C=CC=CC=2C2C(OC(C)C)=CC=CC=2OC(C)C)CCCCC1.[F:57][CH:58]([F:69])[C:59]1[CH:68]=[C:67]2[C:62]([CH2:63][CH2:64][CH2:65][NH:66]2)=[CH:61][CH:60]=1.C(O[Na])(C)(C)C. (2) The reactants are: [C:1]1([CH2:7][N:8]2[CH2:12][CH2:11][C@H:10]([C:13]([NH2:16])([CH3:15])[CH3:14])[CH2:9]2)[CH:6]=[CH:5][CH:4]=[CH:3][CH:2]=1.[CH3:17][C:18]([O:21][C:22](O[C:22]([O:21][C:18]([CH3:20])([CH3:19])[CH3:17])=[O:23])=[O:23])([CH3:20])[CH3:19].C(N(CC)CC)C. Given the product [CH3:15][C:13]([NH:16][C:22](=[O:23])[O:21][C:18]([CH3:20])([CH3:19])[CH3:17])([C@H:10]1[CH2:11][CH2:12][N:8]([CH2:7][C:1]2[CH:2]=[CH:3][CH:4]=[CH:5][CH:6]=2)[CH2:9]1)[CH3:14], predict the reactants needed to synthesize it. (3) Given the product [CH3:1][C:2]1([CH3:14])[C:7]2([CH2:12][C:11](=[O:13])[CH2:10][CH2:9][CH2:8]2)[CH:6]=[CH:5][CH2:4][CH2:3]1, predict the reactants needed to synthesize it. The reactants are: [CH3:1][C:2]1([CH3:14])[C:7]2([CH2:12][CH:11]([OH:13])[CH2:10][CH2:9][CH2:8]2)[CH:6]=[CH:5][CH2:4][CH2:3]1.CC(OI1(OC(C)=O)(OC(C)=O)OC(=O)C2C1=CC=CC=2)=O.S([O-])([O-])=O.[Na+].[Na+]. (4) Given the product [Br:1][C:2]1[CH:3]=[N:4][C:5]2[N:6]([N:8]=[C:9]([C:11]([N:24]3[CH2:25][CH:26]=[C:21]([C:17]4[CH:18]=[CH:19][CH:20]=[C:15]([F:14])[CH:16]=4)[CH2:22][CH:23]3[CH3:27])=[O:13])[CH:10]=2)[CH:7]=1, predict the reactants needed to synthesize it. The reactants are: [Br:1][C:2]1[CH:3]=[N:4][C:5]2[N:6]([N:8]=[C:9]([C:11]([OH:13])=O)[CH:10]=2)[CH:7]=1.[F:14][C:15]1[CH:16]=[C:17]([C:21]2[CH2:22][CH:23]([CH3:27])[NH:24][CH2:25][CH:26]=2)[CH:18]=[CH:19][CH:20]=1. (5) Given the product [Cl:1][C:2]1[C:7]([C:15]#[C:14][C@H:13]([OH:16])[CH3:12])=[CH:6][N:5]=[C:4]2[CH:9]=[CH:10][S:11][C:3]=12, predict the reactants needed to synthesize it. The reactants are: [Cl:1][C:2]1[C:7](I)=[CH:6][N:5]=[C:4]2[CH:9]=[CH:10][S:11][C:3]=12.[CH3:12][C@@H:13]([OH:16])[C:14]#[CH:15].C(N(CC)CC)C. (6) Given the product [F:1][C:2]1[CH:3]=[C:4]([CH2:9][O:10][CH3:13])[CH:5]=[C:6]([F:8])[CH:7]=1, predict the reactants needed to synthesize it. The reactants are: [F:1][C:2]1[CH:3]=[C:4]([CH2:9][OH:10])[CH:5]=[C:6]([F:8])[CH:7]=1.[H-].[Na+].[CH3:13]I. (7) The reactants are: [CH3:1][O:2][C:3]1[CH:12]=[CH:11][C:6]([C:7]([O:9]C)=[O:8])=[CH:5][C:4]=1[N:13]([CH2:18][CH2:19][N:20]1[CH2:25][CH2:24][O:23][CH2:22][CH2:21]1)[S:14]([CH3:17])(=[O:16])=[O:15].Cl. Given the product [CH3:1][O:2][C:3]1[CH:12]=[CH:11][C:6]([C:7]([OH:9])=[O:8])=[CH:5][C:4]=1[N:13]([CH2:18][CH2:19][N:20]1[CH2:25][CH2:24][O:23][CH2:22][CH2:21]1)[S:14]([CH3:17])(=[O:16])=[O:15], predict the reactants needed to synthesize it. (8) Given the product [NH2:1][C:2]1[N:7]=[CH:6][C:5]([CH2:8][CH:9]([C:15]2[N:16]=[CH:17][N:18]([CH:21]3[CH2:26][CH2:25][CH2:24][CH2:23][CH2:22]3)[CH:19]=2)[C:10]([O:12][CH2:13][CH3:14])=[O:11])=[CH:4][CH:3]=1, predict the reactants needed to synthesize it. The reactants are: [NH2:1][C:2]1[N:7]=[CH:6][C:5]([CH2:8][CH:9]([C:15]2[N:16]=[CH:17][NH:18][CH:19]=2)[C:10]([O:12][CH2:13][CH3:14])=[O:11])=[CH:4][CH:3]=1.Br[CH:21]1[CH2:26][CH2:25][CH2:24][CH2:23][CH2:22]1.C(N(CC)CC)C.CC(=O)OCC.O. (9) Given the product [O:1]=[C:2]1[CH2:9][CH:8]2[CH:4]([C:10]([O:12][CH2:13][CH3:14])=[O:11])[CH:5]([CH2:6][CH2:7]2)[CH2:3]1, predict the reactants needed to synthesize it. The reactants are: [O:1]=[C:2]1[CH2:9][CH:8]2[C:4]3([C:10]([O:12][CH2:13][CH3:14])=[O:11])[CH:5]([CH2:6][CH2:7]2)[CH:3]13.C([SnH](CCCC)CCCC)CCC.N(C(C)(C)C#N)=NC(C)(C)C#N.